Predict the reaction yield, written as a fraction of the theoretical maximum amount of product (1.0 means a 100% yield; for example, 0.34 means a 34% yield). From a dataset of Reaction yield outcomes from USPTO patents with 853,638 reactions. (1) The reactants are C([O:3][CH:4]([O:15][CH2:16][CH3:17])[CH2:5][CH2:6][NH:7][C:8](=O)OC(C)(C)C)C.[H-].[Na+].[CH3:20][O:21][C:22]1[CH:23]=[C:24]([CH:27]=[CH:28][CH:29]=1)CBr. The catalyst is CN(C=O)C.C(OCC)(=O)C. The product is [O:15]1[CH2:16][CH2:17][O:3][CH:4]1[CH2:5][CH2:6][NH:7][CH2:8][C:28]1[CH:27]=[CH:24][CH:23]=[C:22]([O:21][CH3:20])[CH:29]=1. The yield is 0.500. (2) The reactants are [OH:1][C:2]1[CH:3]=[C:4]2[C:8](=[CH:9][CH:10]=1)[CH2:7][CH:6]([C:11]([O:13][CH3:14])=[O:12])[CH2:5]2.[S:15](O[S:15]([C:18]([F:21])([F:20])[F:19])(=[O:17])=[O:16])([C:18]([F:21])([F:20])[F:19])(=[O:17])=[O:16]. The catalyst is N1C=CC=CC=1.C(Cl)Cl. The product is [F:19][C:18]([F:21])([F:20])[S:15]([O:1][C:2]1[CH:3]=[C:4]2[C:8](=[CH:9][CH:10]=1)[CH2:7][CH:6]([C:11]([O:13][CH3:14])=[O:12])[CH2:5]2)(=[O:17])=[O:16]. The yield is 0.980. (3) The reactants are [NH3:1].C[O:3][C:4](=O)[C:5]1[CH:10]=[C:9]([Br:11])[CH:8]=[CH:7][C:6]=1[CH2:12]Br. The catalyst is CO. The product is [Br:11][C:9]1[CH:10]=[C:5]2[C:6]([CH2:12][NH:1][C:4]2=[O:3])=[CH:7][CH:8]=1. The yield is 0.670.